This data is from Forward reaction prediction with 1.9M reactions from USPTO patents (1976-2016). The task is: Predict the product of the given reaction. (1) Given the reactants [CH3:1][C:2]1([CH3:19])[CH2:18][N:6]2[C:7](=[O:17])[CH:8]=[C:9]([C:11]3[CH:16]=[CH:15][N:14]=[CH:13][N:12]=3)[N:10]=[C:5]2[NH:4][CH2:3]1.[H-].[Na+].[N:22]1[C:27]2[CH2:28][CH:29]([CH2:31]OS(C)(=O)=O)[CH2:30][C:26]=2[N:25]=[CH:24][CH:23]=1.O, predict the reaction product. The product is: [N:22]1[C:27]2[CH2:28][CH:29]([CH2:31][N:4]3[C:5]4=[N:10][C:9]([C:11]5[CH:16]=[CH:15][N:14]=[CH:13][N:12]=5)=[CH:8][C:7](=[O:17])[N:6]4[CH2:18][C:2]([CH3:19])([CH3:1])[CH2:3]3)[CH2:30][C:26]=2[N:25]=[CH:24][CH:23]=1. (2) Given the reactants [ClH:1].Br[C:3]1[CH:8]=[CH:7][C:6]([NH:9][C:10]([CH:12]2[CH:17]3[CH2:18][CH2:19][N:14]([CH2:15][CH2:16]3)[CH2:13]2)=[O:11])=[CH:5][CH:4]=1.[F:20][C:21]1[CH:26]=[CH:25][C:24](B(O)O)=[CH:23][CH:22]=1.C(=O)([O-])[O-].[Cs+].[Cs+], predict the reaction product. The product is: [ClH:1].[F:20][C:21]1[CH:26]=[CH:25][C:24]([C:3]2[CH:8]=[CH:7][C:6]([NH:9][C:10]([CH:12]3[CH:17]4[CH2:18][CH2:19][N:14]([CH2:15][CH2:16]4)[CH2:13]3)=[O:11])=[CH:5][CH:4]=2)=[CH:23][CH:22]=1. (3) Given the reactants [Cl:1][C:2]1[C:3]([O:30][C@@H:31]2[CH2:36][CH2:35][C@H:34]([OH:37])[CH2:33][C@H:32]2[C:38]2[N:42]([CH3:43])[N:41]=[CH:40][CH:39]=2)=[CH:4][C:5]([F:29])=[C:6]([S:8]([N:11](CC2C=CC(OC)=CC=2OC)[C:12]2[CH:17]=[CH:16][N:15]=[CH:14][N:13]=2)(=[O:10])=[O:9])[CH:7]=1.C([SiH](CC)CC)C.FC(F)(F)C(O)=O, predict the reaction product. The product is: [Cl:1][C:2]1[C:3]([O:30][C@@H:31]2[CH2:36][CH2:35][C@H:34]([OH:37])[CH2:33][C@H:32]2[C:38]2[N:42]([CH3:43])[N:41]=[CH:40][CH:39]=2)=[CH:4][C:5]([F:29])=[C:6]([S:8]([NH:11][C:12]2[CH:17]=[CH:16][N:15]=[CH:14][N:13]=2)(=[O:10])=[O:9])[CH:7]=1. (4) Given the reactants [O:1]=[C:2]1[CH2:6][CH2:5][CH2:4][N:3]1[CH2:7][C:8]([OH:10])=O.CN(C(ON1N=NC2C=CC=NC1=2)=[N+](C)C)C.F[P-](F)(F)(F)(F)F.[NH2:35][C:36]1[CH:65]=[CH:64][C:39]([C:40]([NH:42][C:43]2[CH:44]=[C:45]([C:57]3[CH:62]=[CH:61][C:60]([F:63])=[CH:59][CH:58]=3)[CH:46]=[CH:47][C:48]=2[NH:49]C(=O)OC(C)(C)C)=[O:41])=[CH:38][CH:37]=1.CN1CCOCC1, predict the reaction product. The product is: [NH2:49][C:48]1[CH:47]=[CH:46][C:45]([C:57]2[CH:58]=[CH:59][C:60]([F:63])=[CH:61][CH:62]=2)=[CH:44][C:43]=1[NH:42][C:40](=[O:41])[C:39]1[CH:64]=[CH:65][C:36]([NH:35][C:8](=[O:10])[CH2:7][N:3]2[CH2:4][CH2:5][CH2:6][C:2]2=[O:1])=[CH:37][CH:38]=1. (5) Given the reactants [NH+]1C=CC=CC=1.[F:7][C:8]([F:23])([CH2:14][CH2:15][CH2:16][CH2:17][CH2:18][CH2:19][CH2:20][CH2:21][CH3:22])[CH2:9][CH2:10][CH2:11][CH2:12][OH:13], predict the reaction product. The product is: [F:7][C:8]([F:23])([CH2:14][CH2:15][CH2:16][CH2:17][CH2:18][CH2:19][CH2:20][CH2:21][CH3:22])[CH2:9][CH2:10][CH2:11][CH:12]=[O:13]. (6) Given the reactants [F:1][C:2]([C:9]1[N:14]=[N:13][C:12]([C:15]2[C:23]3[C:18](=[N:19][CH:20]=[CH:21][CH:22]=3)[N:17]([CH2:24][C:25]3[CH:30]=[CH:29][CH:28]=[CH:27][C:26]=3[F:31])[N:16]=2)=[N:11][C:10]=1O)([CH3:8])[C:3]([O:5]CC)=O.P(Cl)(Cl)(Cl)=O.[NH3:38].C(#[N:41])C, predict the reaction product. The product is: [NH2:38][C:10]1[N:11]=[C:12]([C:15]2[C:23]3[C:18](=[N:19][CH:20]=[CH:21][CH:22]=3)[N:17]([CH2:24][C:25]3[CH:30]=[CH:29][CH:28]=[CH:27][C:26]=3[F:31])[N:16]=2)[N:13]=[N:14][C:9]=1[C:2]([F:1])([CH3:8])[C:3]([NH2:41])=[O:5].